Dataset: Full USPTO retrosynthesis dataset with 1.9M reactions from patents (1976-2016). Task: Predict the reactants needed to synthesize the given product. (1) Given the product [CH3:1][N:2]1[CH2:3][CH2:4][N:5]([C:8]2[C:9](=[CH:26][CH2:27][CH3:28])[C:10]([N:19]3[CH2:20][CH2:21][N:22]([CH3:25])[CH2:23][CH2:24]3)=[N:11][C:12]3[CH:18]=[CH:17][CH:16]=[CH:15][C:13]=3[N:14]=2)[CH2:6][CH2:7]1, predict the reactants needed to synthesize it. The reactants are: [CH3:1][N:2]1[CH2:7][CH2:6][N:5]([C:8]2[CH:9]([CH:26](O)[CH2:27][CH3:28])[C:10]([N:19]3[CH2:24][CH2:23][N:22]([CH3:25])[CH2:21][CH2:20]3)=[N:11][C:12]3[CH:18]=[CH:17][CH:16]=[CH:15][C:13]=3[N:14]=2)[CH2:4][CH2:3]1.C(N(CC)CC)C.FC(F)(F)C(OC(=O)C(F)(F)F)=O.[OH-].[Na+]. (2) Given the product [CH:18]([N:15]1[CH2:14][CH2:13][N:12]([C:10]2[S:11][C:7]3[CH:6]=[C:5]([C:3]4[N:4]=[C:23]([C:24]5[CH:29]=[CH:28][CH:27]=[CH:26][CH:25]=5)[O:1][N:2]=4)[CH:22]=[CH:21][C:8]=3[N:9]=2)[CH2:17][CH2:16]1)([CH3:19])[CH3:20], predict the reactants needed to synthesize it. The reactants are: [OH:1][NH:2][C:3]([C:5]1[CH:22]=[CH:21][C:8]2[N:9]=[C:10]([N:12]3[CH2:17][CH2:16][N:15]([CH:18]([CH3:20])[CH3:19])[CH2:14][CH2:13]3)[S:11][C:7]=2[CH:6]=1)=[NH:4].[C:23](Cl)(=O)[C:24]1[CH:29]=[CH:28][CH:27]=[CH:26][CH:25]=1. (3) Given the product [CH:18]([N:4]1[CH:5]=[C:6]([C:7]2[CH:12]=[CH:11][N:10]=[C:9]([NH:13][CH2:14][C@@H:15]([OH:17])[CH3:16])[N:8]=2)[C:2]([C:28]2[CH:29]=[C:30]3[C:22]([CH3:21])=[CH:23][NH:24][C:25]3=[N:26][CH:27]=2)=[N:3]1)([CH3:20])[CH3:19], predict the reactants needed to synthesize it. The reactants are: I[C:2]1[C:6]([C:7]2[CH:12]=[CH:11][N:10]=[C:9]([NH:13][CH2:14][C@@H:15]([OH:17])[CH3:16])[N:8]=2)=[CH:5][N:4]([CH:18]([CH3:20])[CH3:19])[N:3]=1.[CH3:21][C:22]1[C:30]2[C:25](=[N:26][CH:27]=[C:28](B3OC(C)(C)C(C)(C)O3)[CH:29]=2)[NH:24][CH:23]=1.C([O-])([O-])=O.[Na+].[Na+].